Dataset: Forward reaction prediction with 1.9M reactions from USPTO patents (1976-2016). Task: Predict the product of the given reaction. (1) Given the reactants O.O.C(O)(=O)C1C(=CC=CC=1)[OH:6].[NH:13]=[C:14]([NH:16][CH2:17][CH2:18][S:19][CH2:20][C@@:21]([CH3:26])([C:23]([OH:25])=[O:24])[NH2:22])[CH3:15].[C:27]([OH:36])(=[O:35])[C:28]1[C:29](=[CH:31][CH:32]=[CH:33][CH:34]=1)[OH:30], predict the reaction product. The product is: [OH2:6].[C:27]([OH:36])(=[O:35])[C:28]1[C:29](=[CH:31][CH:32]=[CH:33][CH:34]=1)[OH:30].[NH:13]=[C:14]([NH:16][CH2:17][CH2:18][S:19][CH2:20][C@@:21]([CH3:26])([C:23]([OH:25])=[O:24])[NH2:22])[CH3:15]. (2) Given the reactants [ClH:1].Cl.[NH2:3][C:4]([CH:15]1[CH2:20][CH2:19][NH:18][CH2:17][CH2:16]1)([CH2:8][CH2:9][CH2:10][CH2:11][B:12]([OH:14])[OH:13])[C:5]([OH:7])=[O:6].C(N(CC)CC)C.[C:28](OC(=O)C)(=[O:30])[CH3:29], predict the reaction product. The product is: [ClH:1].[NH2:3][C:4]([CH:15]1[CH2:16][CH2:17][N:18]([C:28](=[O:30])[CH3:29])[CH2:19][CH2:20]1)([CH2:8][CH2:9][CH2:10][CH2:11][B:12]([OH:14])[OH:13])[C:5]([OH:7])=[O:6]. (3) Given the reactants [C:1]([N:4]1[C:12]2[C:7](=[CH:8][C:9]([C:13](=[O:15])[CH3:14])=[CH:10][CH:11]=2)[C:6](=[C:16]([C:18]2[CH:23]=[CH:22][C:21]([O:24][CH3:25])=[C:20]([O:26][CH3:27])[CH:19]=2)[OH:17])[C:5]1=[O:28])(=[O:3])[CH3:2].F[B-](F)(F)F.[CH3:34][O+](C)C.CCN(C(C)C)C(C)C, predict the reaction product. The product is: [C:1]([N:4]1[C:12]2[C:7](=[CH:8][C:9]([C:13](=[O:15])[CH3:14])=[CH:10][CH:11]=2)[C:6](=[C:16]([C:18]2[CH:23]=[CH:22][C:21]([O:24][CH3:25])=[C:20]([O:26][CH3:27])[CH:19]=2)[O:17][CH3:34])[C:5]1=[O:28])(=[O:3])[CH3:2].